Task: Predict the reactants needed to synthesize the given product.. Dataset: Full USPTO retrosynthesis dataset with 1.9M reactions from patents (1976-2016) Given the product [NH2:7][CH2:8][CH2:9][CH2:10][O:11][C:12]1[CH:17]=[CH:16][C:15]([C:18]2[CH:19]=[CH:20][C:21]3[N:22]([C:24]([C:27]4[CH:32]=[C:31]([C:33]([F:34])([F:36])[F:35])[C:30]([NH2:37])=[N:29][CH:28]=4)=[CH:25][N:26]=3)[N:23]=2)=[CH:14][C:13]=1[O:38][CH3:39], predict the reactants needed to synthesize it. The reactants are: C(OC(=O)[NH:7][CH2:8][CH2:9][CH2:10][O:11][C:12]1[CH:17]=[CH:16][C:15]([C:18]2[CH:19]=[CH:20][C:21]3[N:22]([C:24]([C:27]4[CH:28]=[N:29][C:30]([NH2:37])=[C:31]([C:33]([F:36])([F:35])[F:34])[CH:32]=4)=[CH:25][N:26]=3)[N:23]=2)=[CH:14][C:13]=1[O:38][CH3:39])(C)(C)C.C([O-])(O)=O.[Na+].